This data is from Reaction yield outcomes from USPTO patents with 853,638 reactions. The task is: Predict the reaction yield, written as a fraction of the theoretical maximum amount of product (1.0 means a 100% yield; for example, 0.34 means a 34% yield). (1) The reactants are [Cl:1][C:2]1[CH:7]=[CH:6][C:5]([NH:8]C#C[Si](C)(C)C)=[CH:4][CH:3]=1.[CH2:15](N(CC)CC)[CH3:16].Br[C:23]1[CH:28]=[CH:27][CH:26]=[CH:25][C:24]=1[O:29][C:30]([F:33])([F:32])[F:31].CCCC[N+](CCCC)(CCCC)CCCC.[F-]. The catalyst is C1COCC1.[Cu]I. The product is [Cl:1][C:2]1[CH:3]=[CH:4][C:5]([NH2:8])=[C:6]([C:15]#[C:16][C:23]2[CH:28]=[CH:27][CH:26]=[CH:25][C:24]=2[O:29][C:30]([F:33])([F:32])[F:31])[CH:7]=1. The yield is 0.500. (2) The reactants are [Cl:1][C:2]1[N:3]=[C:4]2[C:10]([I:11])=[CH:9][NH:8][C:5]2=[N:6][CH:7]=1.[CH:12]([Si:15](Cl)([CH:19]([CH3:21])[CH3:20])[CH:16]([CH3:18])[CH3:17])([CH3:14])[CH3:13]. The catalyst is O1CCCC1.C(OCC)(=O)C. The product is [Cl:1][C:2]1[N:3]=[C:4]2[C:10]([I:11])=[CH:9][N:8]([Si:15]([CH:19]([CH3:21])[CH3:20])([CH:16]([CH3:18])[CH3:17])[CH:12]([CH3:14])[CH3:13])[C:5]2=[N:6][CH:7]=1. The yield is 0.950. (3) The reactants are Br[C:2]1[CH:7]=[CH:6][C:5]([NH:8][C:9]2[C:13]3[CH2:14][N:15]([C:18](=[O:20])[CH3:19])[CH2:16][CH2:17][C:12]=3[N:11]([CH2:21][CH:22]3[CH2:24][CH2:23]3)[N:10]=2)=[CH:4][CH:3]=1.[CH3:25][N:26]1[CH:30]=[C:29](B2OC(C)(C)C(C)(C)O2)[CH:28]=[N:27]1.ClCCl.C([O-])([O-])=O.[Na+].[Na+]. The catalyst is O1CCOCC1.O.Cl[Pd]Cl.C1(P(C2C=CC=CC=2)[C-]2C=CC=C2)C=CC=CC=1.[C-]1(P(C2C=CC=CC=2)C2C=CC=CC=2)C=CC=C1.[Fe+2]. The product is [CH:22]1([CH2:21][N:11]2[C:12]3[CH2:17][CH2:16][N:15]([C:18](=[O:20])[CH3:19])[CH2:14][C:13]=3[C:9]([NH:8][C:5]3[CH:6]=[CH:7][C:2]([C:29]4[CH:28]=[N:27][N:26]([CH3:25])[CH:30]=4)=[CH:3][CH:4]=3)=[N:10]2)[CH2:24][CH2:23]1. The yield is 0.200. (4) The reactants are [Cl:1][C:2]1[C:10]([Cl:11])=[CH:9][C:8]([C:12]2[N:13]([C:23]([O:25][C:26]([CH3:29])([CH3:28])[CH3:27])=[O:24])[C:14]3[C:19]([CH:20]=2)=[CH:18][C:17]([CH:21]=O)=[CH:16][CH:15]=3)=[C:7]2[C:3]=1[CH2:4][NH:5][C:6]2=[O:30].[OH:31][CH2:32][CH2:33][N:34]1[CH2:39][CH2:38][NH:37][CH2:36][CH2:35]1.C(O)(=O)C.C(O[BH-](OC(=O)C)OC(=O)C)(=O)C.[Na+].Cl. The catalyst is C(#N)C. The product is [Cl:1][C:2]1[C:10]([Cl:11])=[CH:9][C:8]([C:12]2[N:13]([C:23]([O:25][C:26]([CH3:29])([CH3:28])[CH3:27])=[O:24])[C:14]3[C:19]([CH:20]=2)=[CH:18][C:17]([CH2:21][N:37]2[CH2:38][CH2:39][N:34]([CH2:33][CH2:32][OH:31])[CH2:35][CH2:36]2)=[CH:16][CH:15]=3)=[C:7]2[C:3]=1[CH2:4][NH:5][C:6]2=[O:30]. The yield is 0.940. (5) The reactants are [Cl:1][C:2]1[C:3]([C:16]([F:19])([F:18])[F:17])=[CH:4][C:5]2[N:9]=[C:8]([CH2:10][CH2:11][CH2:12][CH2:13][OH:14])[NH:7][C:6]=2[CH:15]=1.C(=O)([O-])[O-].[K+].[K+].[CH3:26][Si:27]([CH2:30][CH2:31][O:32][CH2:33]Cl)([CH3:29])[CH3:28]. The catalyst is CN(C=O)C. The product is [Cl:1][C:2]1[C:3]([C:16]([F:17])([F:19])[F:18])=[CH:4][C:5]2[N:9]=[C:8]([CH2:10][CH2:11][CH2:12][CH2:13][OH:14])[N:7]([CH2:33][O:32][CH2:31][CH2:30][Si:27]([CH3:29])([CH3:28])[CH3:26])[C:6]=2[CH:15]=1. The yield is 0.580.